This data is from Full USPTO retrosynthesis dataset with 1.9M reactions from patents (1976-2016). The task is: Predict the reactants needed to synthesize the given product. (1) Given the product [CH:1]([O:4][C:5]1([C:8]2[CH:13]=[CH:12][C:11]([C:14]#[C:15][C:16]3[CH:21]=[CH:20][C:19]([CH2:22][C:23]([OH:25])=[O:24])=[CH:18][CH:17]=3)=[CH:10][CH:9]=2)[CH2:7][CH2:6]1)([CH3:3])[CH3:2], predict the reactants needed to synthesize it. The reactants are: [CH:1]([O:4][C:5]1([C:8]2[CH:13]=[CH:12][C:11]([C:14]#[C:15][C:16]3[CH:21]=[CH:20][C:19]([CH2:22][C:23]([O:25]C)=[O:24])=[CH:18][CH:17]=3)=[CH:10][CH:9]=2)[CH2:7][CH2:6]1)([CH3:3])[CH3:2].[OH-].[Na+]. (2) Given the product [CH2:22]1[C:23]2[C:28](=[CH:27][CH:26]=[CH:25][CH:24]=2)[CH2:20][CH:21]1[CH2:29][C:30]([NH:32][CH2:3][C@@H:2]([OH:1])[CH2:4][O:5][C@@H:6]([C:8]1[CH:13]=[CH:12][CH:11]=[CH:10][C:9]=1/[CH:14]=[CH:15]/[C:16]([O:18][CH3:19])=[O:17])[CH3:7])([CH3:31])[CH3:33], predict the reactants needed to synthesize it. The reactants are: [O:1]1[CH2:3][C@@H:2]1[CH2:4][O:5][C@@H:6]([C:8]1[CH:13]=[CH:12][CH:11]=[CH:10][C:9]=1/[CH:14]=[CH:15]/[C:16]([O:18][CH3:19])=[O:17])[CH3:7].[CH2:20]1[C:28]2[C:23](=[CH:24][CH:25]=[CH:26][CH:27]=2)[CH2:22][CH:21]1[CH2:29][C:30]([CH3:33])([NH2:32])[CH3:31].Cl([O-])(=O)(=O)=O.[Li+].O.